Dataset: Catalyst prediction with 721,799 reactions and 888 catalyst types from USPTO. Task: Predict which catalyst facilitates the given reaction. (1) Reactant: [CH2:1]([C:5]1[C:13]([C:14]2[CH:19]=[CH:18][N:17]=[C:16]([S:20][CH3:21])[N:15]=2)=[C:8]2[CH:9]=[CH:10][CH:11]=[CH:12][N:7]2[N:6]=1)[CH:2]([CH3:4])[CH3:3].C(=O)(O)[O-:23].[Na+].ClC1C=CC=C(C(OO)=O)C=1. Product: [CH2:1]([C:5]1[C:13]([C:14]2[CH:19]=[CH:18][N:17]=[C:16]([S:20]([CH3:21])=[O:23])[N:15]=2)=[C:8]2[CH:9]=[CH:10][CH:11]=[CH:12][N:7]2[N:6]=1)[CH:2]([CH3:4])[CH3:3]. The catalyst class is: 4. (2) Reactant: [CH3:1][C:2]1[C:6]([C:7]2[CH:13]=[C:12]([N+:14]([O-])=O)[C:10]([NH2:11])=[C:9]([I:17])[CH:8]=2)=[C:5]([CH3:18])[O:4][N:3]=1.[Sn](Cl)Cl. Product: [CH3:1][C:2]1[C:6]([C:7]2[CH:13]=[C:12]([NH2:14])[C:10]([NH2:11])=[C:9]([I:17])[CH:8]=2)=[C:5]([CH3:18])[O:4][N:3]=1. The catalyst class is: 8. (3) Reactant: [OH:1][B:2]1[C:6]2[CH:7]=[C:8]([NH:11][S:12]([C:15]3[CH:20]=[CH:19][C:18]([NH:21]C(=O)C(F)(F)F)=[CH:17][C:16]=3[CH2:28][CH2:29][C:30](OCC)=[O:31])(=[O:14])=[O:13])[CH:9]=[CH:10][C:5]=2[CH2:4][O:3]1.[BH4-].[Na+].CO. Product: [NH2:21][C:18]1[CH:19]=[CH:20][C:15]([S:12]([NH:11][C:8]2[CH:9]=[CH:10][C:5]3[CH2:4][O:3][B:2]([OH:1])[C:6]=3[CH:7]=2)(=[O:13])=[O:14])=[C:16]([CH2:28][CH2:29][CH2:30][OH:31])[CH:17]=1. The catalyst class is: 1. (4) The catalyst class is: 19. Reactant: [N+:1]([C:4]1[CH:5]=[C:6]2[C:10](=[CH:11][CH:12]=1)[CH2:9][CH:8]([N:13]1[CH2:18][CH2:17][O:16][CH2:15][CH2:14]1)[CH2:7]2)([O-])=O.C(Cl)Cl. Product: [N:13]1([CH:8]2[CH2:7][C:6]3[C:10](=[CH:11][CH:12]=[C:4]([NH2:1])[CH:5]=3)[CH2:9]2)[CH2:18][CH2:17][O:16][CH2:15][CH2:14]1. (5) Reactant: [CH3:1][N:2]([CH3:16])[C:3]1([C:10]2[CH:15]=[CH:14][CH:13]=[CH:12][CH:11]=2)[CH2:8][CH2:7][CH:6]([NH2:9])[CH2:5][CH2:4]1.C1([O:23][C:24](=O)[NH:25][CH:26]([CH3:37])[CH2:27][C:28]2[C:36]3[C:31](=[CH:32][CH:33]=[CH:34][CH:35]=3)[NH:30][CH:29]=2)C=CC=CC=1. Product: [CH3:1][N:2]([CH3:16])[C:3]1([C:10]2[CH:15]=[CH:14][CH:13]=[CH:12][CH:11]=2)[CH2:8][CH2:7][CH:6]([NH:9][C:24]([NH:25][CH:26]([CH3:37])[CH2:27][C:28]2[C:36]3[C:31](=[CH:32][CH:33]=[CH:34][CH:35]=3)[NH:30][CH:29]=2)=[O:23])[CH2:5][CH2:4]1. The catalyst class is: 12. (6) Reactant: [Si:1]([O:8][C@H:9]([C@@H:16]([O:18]CC1C=CC(OC)=CC=1)[CH3:17])[C@H:10]([CH3:15])/[CH:11]=[C:12](\[I:14])/[CH3:13])([C:4]([CH3:7])([CH3:6])[CH3:5])([CH3:3])[CH3:2].O.ClC1C(=O)C(C#N)=C(C#N)C(=O)C=1Cl.C([O-])(O)=O.[Na+]. Product: [Si:1]([O:8][C@H:9]([C@@H:16]([OH:18])[CH3:17])[C@H:10]([CH3:15])/[CH:11]=[C:12](\[I:14])/[CH3:13])([C:4]([CH3:6])([CH3:7])[CH3:5])([CH3:3])[CH3:2]. The catalyst class is: 2.